From a dataset of Catalyst prediction with 721,799 reactions and 888 catalyst types from USPTO. Predict which catalyst facilitates the given reaction. Reactant: [CH3:1][O:2][C:3]1[CH:19]=[CH:18][C:6]([CH2:7][N:8]2[C:12]3[N:13]=[CH:14][CH:15]=[C:16](O)[C:11]=3[CH:10]=[N:9]2)=[CH:5][CH:4]=1.O=P(Cl)(Cl)[Cl:22].C([O-])(O)=O.[Na+]. Product: [Cl:22][C:16]1[CH:15]=[CH:14][N:13]=[C:12]2[N:8]([CH2:7][C:6]3[CH:18]=[CH:19][C:3]([O:2][CH3:1])=[CH:4][CH:5]=3)[N:9]=[CH:10][C:11]=12. The catalyst class is: 2.